This data is from Reaction yield outcomes from USPTO patents with 853,638 reactions. The task is: Predict the reaction yield, written as a fraction of the theoretical maximum amount of product (1.0 means a 100% yield; for example, 0.34 means a 34% yield). (1) The reactants are [C:1]1([S:7](Cl)(=[O:9])=[O:8])[CH:6]=[CH:5][CH:4]=[CH:3][CH:2]=1.[NH:11]1[CH:15]=[CH:14][CH:13]=[CH:12]1.[OH-].[Na+]. The catalyst is C1(C)C=CC=CC=1.S(=O)(=O)(O)[O-].C([N+](CCCC)(CCCC)CCCC)CCC. The product is [C:1]1([S:7]([N:11]2[CH:15]=[CH:14][CH:13]=[CH:12]2)(=[O:9])=[O:8])[CH:6]=[CH:5][CH:4]=[CH:3][CH:2]=1. The yield is 0.870. (2) The reactants are [CH:1]1([CH2:4][NH:5][C:6]([C:8]2[N:9]([CH3:28])[CH:10]=[C:11]([C:13]([C:15]3[C:16]([C:21]4[CH:26]=[CH:25][C:24](F)=[CH:23][CH:22]=4)=[N:17][O:18][C:19]=3[CH3:20])=[O:14])[CH:12]=2)=[O:7])[CH2:3][CH2:2]1.C1(NC(C2NC=C(C(C3C(C4C=CC=C([F:55])C=4)=NOC=3C)=O)C=2)=O)CCC1. No catalyst specified. The product is [CH:4]1([NH:5][C:6]([C:8]2[N:9]([CH3:28])[CH:10]=[C:11]([C:13]([C:15]3[C:16]([C:21]4[CH:26]=[CH:25][CH:24]=[C:23]([F:55])[CH:22]=4)=[N:17][O:18][C:19]=3[CH3:20])=[O:14])[CH:12]=2)=[O:7])[CH2:2][CH2:3][CH2:1]1. The yield is 0.342. (3) The reactants are [ClH:1].[C:2](=[NH:7])(OCC)[CH3:3].C(N(CC)CC)C.[Cl:15][C:16]1[CH:21]=[C:20]([Cl:22])[CH:19]=[CH:18][C:17]=1[NH:23]N. The catalyst is C(Cl)Cl.Cl.C(=N)(OCC)C. The product is [Cl:15][C:16]1[CH:21]=[C:20]([Cl:22])[CH:19]=[CH:18][C:17]=1[NH:23][N:7]=[C:2]([Cl:1])[CH3:3]. The yield is 0.934. (4) The catalyst is CO. The reactants are [F:1][C:2]1[CH:3]=[C:4]2[C:9](=[CH:10][CH:11]=1)[CH:8]=[C:7]([CH:12]1[CH2:17][CH2:16][NH:15][CH2:14][CH2:13]1)[CH:6]=[CH:5]2.[O:18]1[CH2:20][C@H:19]1[CH2:21][O:22][C:23]1[C:31]2[CH:30]=[CH:29][S:28][C:27]=2[CH:26]=[CH:25][CH:24]=1. The yield is 0.500. The product is [S:28]1[CH:29]=[CH:30][C:31]2[C:23]([O:22][CH2:21][C@@H:19]([OH:18])[CH2:20][N:15]3[CH2:14][CH2:13][CH:12]([C:7]4[CH:6]=[CH:5][C:4]5[C:9](=[CH:10][CH:11]=[C:2]([F:1])[CH:3]=5)[CH:8]=4)[CH2:17][CH2:16]3)=[CH:24][CH:25]=[CH:26][C:27]1=2. (5) The reactants are C(O[C:6](=[O:21])[NH:7][C:8]1[CH:13]=[CH:12][C:11]([C:14]2[CH:19]=[CH:18][C:17]([Br:20])=[CH:16][CH:15]=2)=[CH:10][CH:9]=1)(C)(C)C.Cl.[N:23]1([C:31]([O:33][C:34]([CH3:37])([CH3:36])[CH3:35])=[O:32])[CH2:30][CH2:29][CH2:28][C@H:24]1C(O)=O.CN(C(ON1N=NC2C=CC=NC1=2)=[N+](C)C)C.F[P-](F)(F)(F)(F)F.CCN(C(C)C)C(C)C. The catalyst is CO.CN(C=O)C.C(OCC)(=O)C. The product is [C:34]([O:33][C:31]([N:23]1[CH2:30][CH2:29][CH2:28][CH:24]1[C:6](=[O:21])[NH:7][C:8]1[CH:9]=[CH:10][C:11]([C:14]2[CH:15]=[CH:16][C:17]([Br:20])=[CH:18][CH:19]=2)=[CH:12][CH:13]=1)=[O:32])([CH3:37])([CH3:35])[CH3:36]. The yield is 0.950. (6) The reactants are [CH2:1]([N:3]([CH:7]([CH3:9])[CH3:8])[CH:4]([CH3:6])[CH3:5])C.[NH2:10][C:11]1[CH:19]=[CH:18][C:14]([C:15](O)=[O:16])=[CH:13][C:12]=1[O:20][CH3:21].[CH3:22][N:23](C(ON1N=NC2C=CC=NC1=2)=[N+](C)C)C.F[P-](F)(F)(F)(F)F.CN(C=[O:50])C. No catalyst specified. The product is [NH2:10][C:11]1[CH:19]=[CH:18][C:14]([C:15]([NH:23][CH:22]2[CH2:6][C@H:4]3[N:3]([CH3:1])[C@H:7]([CH2:9][O:50][CH2:5]3)[CH2:8]2)=[O:16])=[CH:13][C:12]=1[O:20][CH3:21]. The yield is 0.980. (7) The reactants are [CH3:1][O:2][C:3](=[O:22])[C:4]1[CH:9]=[C:8]([N+:10]([O-])=O)[C:7]([NH2:13])=[C:6]([Cl:14])[C:5]=1[NH:15][C:16]1[CH:21]=[CH:20][CH:19]=[CH:18][CH:17]=1.CCO.CO.[NH4+].[Cl-].C1COCC1. The catalyst is C(Cl)Cl.C1COCC1.O.[Zn]. The product is [CH3:1][O:2][C:3](=[O:22])[C:4]1[CH:9]=[C:8]([NH2:10])[C:7]([NH2:13])=[C:6]([Cl:14])[C:5]=1[NH:15][C:16]1[CH:17]=[CH:18][CH:19]=[CH:20][CH:21]=1. The yield is 0.700.